This data is from Catalyst prediction with 721,799 reactions and 888 catalyst types from USPTO. The task is: Predict which catalyst facilitates the given reaction. (1) Reactant: O.[OH-].[Li+].[CH2:4]([N:11]1[C:20]([CH2:21][CH2:22][CH2:23][CH2:24][C:25]([O:27]C)=[O:26])=[CH:19][C:18]2[C:13](=[CH:14][CH:15]=[C:16]([C:29](=[O:40])[NH:30][C@@H:31]([C:33]3[CH:38]=[CH:37][C:36]([F:39])=[CH:35][CH:34]=3)[CH3:32])[CH:17]=2)[C:12]1=[O:41])[C:5]1[CH:10]=[CH:9][CH:8]=[CH:7][CH:6]=1.Cl. Product: [CH2:4]([N:11]1[C:20]([CH2:21][CH2:22][CH2:23][CH2:24][C:25]([OH:27])=[O:26])=[CH:19][C:18]2[C:13](=[CH:14][CH:15]=[C:16]([C:29](=[O:40])[NH:30][C@@H:31]([C:33]3[CH:34]=[CH:35][C:36]([F:39])=[CH:37][CH:38]=3)[CH3:32])[CH:17]=2)[C:12]1=[O:41])[C:5]1[CH:10]=[CH:9][CH:8]=[CH:7][CH:6]=1. The catalyst class is: 799. (2) Reactant: [Br:1][C:2]1[N:7]=[CH:6][C:5]2[N:8]=[C:9]([CH2:14][OH:15])[N:10]([CH:11]([CH3:13])[CH3:12])[C:4]=2[CH:3]=1.[Mn]([O-])(=O)(=O)=[O:17].[K+].CC(C)=O. Product: [Br:1][C:2]1[N:7]=[CH:6][C:5]2[N:8]=[C:9]([C:14]([OH:17])=[O:15])[N:10]([CH:11]([CH3:12])[CH3:13])[C:4]=2[CH:3]=1. The catalyst class is: 6. (3) Product: [Cl:1][C:2]1[CH:3]=[CH:4][C:5]([N:8]2[C:12]([CH2:13][O:14][C:15]3[C:20]([F:21])=[CH:19][C:18]([CH:22]4[CH2:24][CH:23]4[CH2:25][C:26]([OH:28])=[O:27])=[CH:17][C:16]=3[F:31])=[CH:11][C:10]([CH3:32])=[N:9]2)=[CH:6][CH:7]=1. The catalyst class is: 5. Reactant: [Cl:1][C:2]1[CH:7]=[CH:6][C:5]([N:8]2[C:12]([CH2:13][O:14][C:15]3[C:20]([F:21])=[CH:19][C:18]([CH:22]4[CH2:24][CH:23]4[CH2:25][C:26]([O:28]CC)=[O:27])=[CH:17][C:16]=3[F:31])=[CH:11][C:10]([CH3:32])=[N:9]2)=[CH:4][CH:3]=1.[Li+].[OH-].Cl. (4) Reactant: [Br:1][CH2:2][C:3]1[CH:10]=[CH:9][C:8]([F:11])=[CH:7][C:4]=1[CH:5]=O.[C:12](=[O:19])([O:14][C:15]([CH3:18])([CH3:17])[CH3:16])[NH2:13].FC(F)(F)C(O)=O.C([SiH](CC)CC)C. Product: [Br:1][CH2:2][C:3]1[CH:10]=[CH:9][C:8]([F:11])=[CH:7][C:4]=1[CH2:5][NH:13][C:12](=[O:19])[O:14][C:15]([CH3:18])([CH3:17])[CH3:16]. The catalyst class is: 133. (5) Reactant: [N:1]([C:4]1[CH:9]=[C:8]([C:10]([O:12]C)=[O:11])[CH:7]=[CH:6][C:5]=1[C:14]([O:16]C)=O)=[C:2]=[S:3].[NH2:18][CH2:19][C:20]1[CH:25]=[CH:24][CH:23]=[CH:22][N:21]=1.[OH-].[Na+].Cl. Product: [O:16]=[C:14]1[C:5]2[C:4](=[CH:9][C:8]([C:10]([OH:12])=[O:11])=[CH:7][CH:6]=2)[NH:1][C:2](=[S:3])[N:18]1[CH2:19][C:20]1[CH:25]=[CH:24][CH:23]=[CH:22][N:21]=1. The catalyst class is: 3. (6) Reactant: [F:1][C:2]1[CH:3]=[N:4][C:5]2[C:10]([C:11]=1[CH2:12][CH2:13][N:14]1[CH2:19][CH:18]3[CH:16]([CH:17]3[N:20](CC3C=CC=CC=3)CC3C=CC=CC=3)[CH2:15]1)=[N:9][C:8]([O:35][CH3:36])=[CH:7][CH:6]=2. Product: [F:1][C:2]1[CH:3]=[N:4][C:5]2[C:10]([C:11]=1[CH2:12][CH2:13][N:14]1[CH2:19][CH:18]3[CH:16]([CH:17]3[NH2:20])[CH2:15]1)=[N:9][C:8]([O:35][CH3:36])=[CH:7][CH:6]=2. The catalyst class is: 105.